This data is from Full USPTO retrosynthesis dataset with 1.9M reactions from patents (1976-2016). The task is: Predict the reactants needed to synthesize the given product. (1) Given the product [NH2:3][C:4]([NH:6][CH2:7][CH2:8][O:9][C:10]1[CH:15]=[CH:14][C:13]([C:16]2[N:20]([C:21]3[CH:26]=[CH:25][C:24]([O:27][CH3:28])=[CH:23][CH:22]=3)[N:19]=[C:18]([C:29]([OH:31])=[O:30])[CH:17]=2)=[CH:12][CH:11]=1)=[O:5], predict the reactants needed to synthesize it. The reactants are: [OH-].[Na+].[NH2:3][C:4]([NH:6][CH2:7][CH2:8][O:9][C:10]1[CH:15]=[CH:14][C:13]([C:16]2[N:20]([C:21]3[CH:26]=[CH:25][C:24]([O:27][CH3:28])=[CH:23][CH:22]=3)[N:19]=[C:18]([C:29]([O:31]CC)=[O:30])[CH:17]=2)=[CH:12][CH:11]=1)=[O:5]. (2) Given the product [F:24][C:19]1[CH:20]=[CH:21][CH:22]=[CH:23][C:18]=1[C:15]1[N:14]=[CH:13][C:12]([NH:11][C:9](=[O:10])[C:8]2[CH:25]=[CH:26][C:27]([O:28][C:29]([F:32])([F:31])[F:30])=[C:6]([NH:5][C:3](=[O:4])[CH2:2][N:33]3[CH2:38][CH2:37][O:36][CH2:35][CH2:34]3)[CH:7]=2)=[CH:17][CH:16]=1, predict the reactants needed to synthesize it. The reactants are: Cl[CH2:2][C:3]([NH:5][C:6]1[CH:7]=[C:8]([CH:25]=[CH:26][C:27]=1[O:28][C:29]([F:32])([F:31])[F:30])[C:9]([NH:11][C:12]1[CH:13]=[N:14][C:15]([C:18]2[CH:23]=[CH:22][CH:21]=[CH:20][C:19]=2[F:24])=[CH:16][CH:17]=1)=[O:10])=[O:4].[NH:33]1[CH2:38][CH2:37][O:36][CH2:35][CH2:34]1.C(N(CC)CC)C.[I-].[K+]. (3) Given the product [I:21][CH2:15][C:3]1[N:2]([CH3:1])[C:7](=[O:8])[CH:6]=[C:5]([C:9]2[CH:14]=[CH:13][N:12]=[CH:11][N:10]=2)[N:4]=1, predict the reactants needed to synthesize it. The reactants are: [CH3:1][N:2]1[C:7](=[O:8])[CH:6]=[C:5]([C:9]2[CH:14]=[CH:13][N:12]=[CH:11][N:10]=2)[N:4]=[C:3]1[CH3:15].S(=O)(=O)(O)O.[I-:21].OO.[Cl-].[NH4+].